From a dataset of Reaction yield outcomes from USPTO patents with 853,638 reactions. Predict the reaction yield, written as a fraction of the theoretical maximum amount of product (1.0 means a 100% yield; for example, 0.34 means a 34% yield). (1) The reactants are [C:1]([N:8]1[CH2:13][CH2:12][CH:11]([CH:14]=O)[CH2:10][CH2:9]1)([O:3][C:4]([CH3:7])([CH3:6])[CH3:5])=[O:2].[NH:16]1[CH2:21][CH2:20][NH:19][CH2:18][CH2:17]1.C(O[BH-](OC(=O)C)OC(=O)C)(=O)C.[Na+]. The catalyst is C1COCC1.C(#N)C. The product is [C:1]([N:8]1[CH2:13][CH2:12][CH:11]([CH2:14][N:16]2[CH2:21][CH2:20][NH:19][CH2:18][CH2:17]2)[CH2:10][CH2:9]1)([O:3][C:4]([CH3:7])([CH3:6])[CH3:5])=[O:2]. The yield is 0.480. (2) The reactants are C[O:2][C:3](=[O:22])/[CH:4]=[CH:5]/[C:6]1[CH:7]=[C:8]2[C:18](=[CH:19][CH:20]=1)[O:17][C:11]1([CH2:15][CH2:14][N:13]([CH3:16])[CH2:12]1)[CH2:10][C:9]2=[O:21].Cl. The catalyst is CC(O)=O. The product is [CH3:16][N:13]1[CH2:14][CH2:15][C:11]2([CH2:10][C:9](=[O:21])[C:8]3[C:18](=[CH:19][CH:20]=[C:6](/[CH:5]=[CH:4]/[C:3]([OH:22])=[O:2])[CH:7]=3)[O:17]2)[CH2:12]1. The yield is 0.980. (3) The reactants are [Cl:1][C:2]1[N:11]=[C:10](Cl)[C:9]2[C:4](=[CH:5][C:6]([F:13])=[CH:7][CH:8]=2)[N:3]=1.C([Sn](CCCC)(CCCC)[C:19]([O:21][CH2:22][CH3:23])=[CH2:20])CCC. No catalyst specified. The product is [Cl:1][C:2]1[N:11]=[C:10]([C:19]([O:21][CH2:22][CH3:23])=[CH2:20])[C:9]2[C:4](=[CH:5][C:6]([F:13])=[CH:7][CH:8]=2)[N:3]=1. The yield is 0.320. (4) The reactants are [CH:1]([C:3]1[CH:12]=[C:11]2[C:6]([C:7]([C:17]3[CH:22]=[CH:21][C:20]([O:23][CH3:24])=[CH:19][C:18]=3[F:25])=[CH:8][C:9]([C:13]([O:15][CH3:16])=[O:14])=[N:10]2)=[CH:5][CH:4]=1)=[CH2:2].B1C2CCCC1CCC2.Br[C:36]1[CH:37]=[CH:38][C:39]([C:42]#[N:43])=[N:40][CH:41]=1.C(P(C12CC3CC(CC(C3)C1)C2)C12CC3CC(CC(C3)C1)C2)CCC.C(=O)([O-])[O-].[K+].[K+].N#N. The catalyst is C1COCC1.[Cl-].[Na+].O.C1C=CC(/C=C/C(/C=C/C2C=CC=CC=2)=O)=CC=1.C1C=CC(/C=C/C(/C=C/C2C=CC=CC=2)=O)=CC=1.C1C=CC(/C=C/C(/C=C/C2C=CC=CC=2)=O)=CC=1.[Pd].[Pd].CCOC(C)=O.O. The product is [C:42]([C:39]1[N:40]=[CH:41][C:36]([CH2:2][CH2:1][C:3]2[CH:12]=[C:11]3[C:6]([C:7]([C:17]4[CH:22]=[CH:21][C:20]([O:23][CH3:24])=[CH:19][C:18]=4[F:25])=[CH:8][C:9]([C:13]([O:15][CH3:16])=[O:14])=[N:10]3)=[CH:5][CH:4]=2)=[CH:37][CH:38]=1)#[N:43]. The yield is 0.489. (5) The reactants are [OH:1][CH2:2][C:3]1[C:4]([S:26]([CH3:29])(=[O:28])=[O:27])=[CH:5][C:6]2[N:10]3[CH2:11][CH2:12][N:13]([C:18]([O:20][C:21]([CH3:24])([CH3:23])[CH3:22])=[O:19])[C@H:14]([CH:15]([CH3:17])[CH3:16])[C:9]3=[N:8][C:7]=2[CH:25]=1.CCN(CC)CC.[C:37](Cl)([CH3:39])=[O:38].CCOC(C)=O. The catalyst is C(Cl)Cl. The product is [C:37]([O:1][CH2:2][C:3]1[C:4]([S:26]([CH3:29])(=[O:27])=[O:28])=[CH:5][C:6]2[N:10]3[CH2:11][CH2:12][N:13]([C:18]([O:20][C:21]([CH3:23])([CH3:24])[CH3:22])=[O:19])[C@H:14]([CH:15]([CH3:16])[CH3:17])[C:9]3=[N:8][C:7]=2[CH:25]=1)(=[O:38])[CH3:39]. The yield is 0.811. (6) The reactants are [Cl:1][C:2]1[CH:3]=[C:4]([C:9]2[O:13][N:12]=[CH:11][C:10]=2[CH2:14][CH2:15][C:16](OC)=[O:17])[CH:5]=[CH:6][C:7]=1[Cl:8].[H-].C([Al+]CC(C)C)C(C)C.Cl. The catalyst is O1CCCC1. The product is [Cl:1][C:2]1[CH:3]=[C:4]([C:9]2[O:13][N:12]=[CH:11][C:10]=2[CH2:14][CH2:15][CH2:16][OH:17])[CH:5]=[CH:6][C:7]=1[Cl:8]. The yield is 0.970. (7) The reactants are Cl[C:2]1[N:7]=[C:6]([NH:8][CH2:9][CH3:10])[C:5]([C:11]([NH:13][CH2:14][C:15]2[CH:20]=[CH:19][CH:18]=[C:17]([F:21])[CH:16]=2)=[O:12])=[C:4]([CH3:22])[CH:3]=1.[NH:23]1[CH2:28][CH2:27][O:26][CH2:25][CH2:24]1. The product is [CH2:9]([NH:8][C:6]1[C:5]([C:11]([NH:13][CH2:14][C:15]2[CH:20]=[CH:19][CH:18]=[C:17]([F:21])[CH:16]=2)=[O:12])=[C:4]([CH3:22])[CH:3]=[C:2]([N:23]2[CH2:28][CH2:27][O:26][CH2:25][CH2:24]2)[N:7]=1)[CH3:10]. No catalyst specified. The yield is 0.780. (8) The product is [CH2:1]([O:3][C:4](=[O:18])[C:5]1[C:10]([N+:11]([O-:13])=[O:12])=[CH:9][CH:8]=[C:7]([CH:14]=[CH:21][N:24]([CH3:26])[CH3:25])[C:6]=1[N+:15]([O-:17])=[O:16])[CH3:2]. The yield is 0.580. The catalyst is CN(C=O)C. The reactants are [CH2:1]([O:3][C:4](=[O:18])[C:5]1[C:10]([N+:11]([O-:13])=[O:12])=[CH:9][CH:8]=[C:7]([CH3:14])[C:6]=1[N+:15]([O-:17])=[O:16])[CH3:2].CO[CH:21]([N:24]([CH3:26])[CH3:25])OC. (9) The reactants are [N+:1]([C:4]1[CH:12]=[C:11]2[C:7]([C:8]([C:13]#[N:14])=[CH:9][NH:10]2)=[CH:6][CH:5]=1)([O-])=O. The catalyst is CCO.[Pd]. The product is [NH2:1][C:4]1[CH:12]=[C:11]2[C:7]([C:8]([C:13]#[N:14])=[CH:9][NH:10]2)=[CH:6][CH:5]=1. The yield is 0.990. (10) The reactants are C(C1C=CC=CC=1C(C(C1CCCCC1)O)CCN(C)CCOC1C=CC=C2C=1N=CC=C2)#N.[C:35]([C:37]1[CH:42]=[CH:41][CH:40]=[CH:39][C:38]=1[CH:43]([C:60]([CH:62]1[CH2:67][CH2:66][CH2:65][CH2:64][CH2:63]1)=[O:61])[CH2:44][CH2:45][N:46]1[CH2:51][CH2:50][CH:49]([C:52]2[C:57]([CH3:58])=[CH:56][CH:55]=[CH:54][C:53]=2[CH3:59])[CH2:48][CH2:47]1)#[N:36].C1(C(=O)CC2C=CC=CC=2C#N)CCCCC1. No catalyst specified. The product is [C:35]([C:37]1[CH:42]=[CH:41][CH:40]=[CH:39][C:38]=1[CH:43]([CH:60]([CH:62]1[CH2:63][CH2:64][CH2:65][CH2:66][CH2:67]1)[OH:61])[CH2:44][CH2:45][N:46]1[CH2:51][CH2:50][CH:49]([C:52]2[C:57]([CH3:58])=[CH:56][CH:55]=[CH:54][C:53]=2[CH3:59])[CH2:48][CH2:47]1)#[N:36]. The yield is 0.209.